Dataset: Peptide-MHC class I binding affinity with 185,985 pairs from IEDB/IMGT. Task: Regression. Given a peptide amino acid sequence and an MHC pseudo amino acid sequence, predict their binding affinity value. This is MHC class I binding data. (1) The peptide sequence is TPEGIIPSMF. The MHC is HLA-B57:01 with pseudo-sequence HLA-B57:01. The binding affinity (normalized) is 0.171. (2) The peptide sequence is DEVVYTHGA. The MHC is HLA-A80:01 with pseudo-sequence HLA-A80:01. The binding affinity (normalized) is 0.0847. (3) The peptide sequence is TTTIKPVSYK. The MHC is HLA-A11:01 with pseudo-sequence HLA-A11:01. The binding affinity (normalized) is 0.722. (4) The peptide sequence is HPGSVNEFDF. The MHC is HLA-B51:01 with pseudo-sequence HLA-B51:01. The binding affinity (normalized) is 0.113. (5) The peptide sequence is FSTSFYLISI. The MHC is HLA-A02:01 with pseudo-sequence HLA-A02:01. The binding affinity (normalized) is 0.680. (6) The MHC is HLA-A30:02 with pseudo-sequence HLA-A30:02. The peptide sequence is QKAALSEGVY. The binding affinity (normalized) is 0.543. (7) The peptide sequence is AFHHRAREL. The MHC is HLA-B57:01 with pseudo-sequence HLA-B57:01. The binding affinity (normalized) is 0. (8) The binding affinity (normalized) is 0.385. The peptide sequence is VQSVRYLVM. The MHC is H-2-Kb with pseudo-sequence H-2-Kb. (9) The peptide sequence is GRYYVLQFV. The MHC is HLA-C06:02 with pseudo-sequence HLA-C06:02. The binding affinity (normalized) is 0.473.